From a dataset of Forward reaction prediction with 1.9M reactions from USPTO patents (1976-2016). Predict the product of the given reaction. (1) Given the reactants I[C:2]1[CH:7]=[CH:6][N:5]([CH2:8][CH2:9][C:10]([CH3:25])([S:21]([CH3:24])(=[O:23])=[O:22])[C:11]([NH:13][O:14][CH:15]2[CH2:20][CH2:19][CH2:18][CH2:17][O:16]2)=[O:12])[C:4](=[O:26])[CH:3]=1.CC1(C)C(C)(C)OB([C:35]2[CH:40]=[CH:39][C:38]([C:41]3[CH:46]=[CH:45][N:44]=[CH:43][CH:42]=3)=[CH:37][CH:36]=2)O1, predict the reaction product. The product is: [CH3:25][C:10]([S:21]([CH3:24])(=[O:23])=[O:22])([CH2:9][CH2:8][N:5]1[CH:6]=[CH:7][C:2]([C:35]2[CH:36]=[CH:37][C:38]([C:41]3[CH:42]=[CH:43][N:44]=[CH:45][CH:46]=3)=[CH:39][CH:40]=2)=[CH:3][C:4]1=[O:26])[C:11]([NH:13][O:14][CH:15]1[CH2:20][CH2:19][CH2:18][CH2:17][O:16]1)=[O:12]. (2) Given the reactants [CH3:1][CH:2]1[CH2:6][CH2:5][CH2:4][N:3]1[C:7]1[N:12]=[C:11]([NH:13][C:14]2[C:15]3[N:16]([CH:28]=[CH:29][N:30]=3)[N:17]=[C:18]([C:20]3[CH:21]=[C:22]([CH2:26][OH:27])[CH:23]=[CH:24][CH:25]=3)[CH:19]=2)[CH:10]=[CH:9][CH:8]=1, predict the reaction product. The product is: [CH3:1][CH:2]1[CH2:6][CH2:5][CH2:4][N:3]1[C:7]1[N:12]=[C:11]([NH:13][C:14]2[C:15]3[N:16]([CH:28]=[CH:29][N:30]=3)[N:17]=[C:18]([C:20]3[CH:21]=[C:22]([CH:23]=[CH:24][CH:25]=3)[CH:26]=[O:27])[CH:19]=2)[CH:10]=[CH:9][CH:8]=1. (3) Given the reactants [C:1]([C:4]1[CH:9]=[CH:8][C:7]([NH:10][C:11](=[S:14])[NH:12][NH2:13])=[CH:6][CH:5]=1)([OH:3])=[O:2].[CH3:15][O:16][C:17]1[C:24]([C:25]2[CH:30]=[CH:29][C:28]([CH3:31])=[CH:27][CH:26]=2)=[CH:23][CH:22]=[CH:21][C:18]=1[CH:19]=O.S(NN)(C1C=CC(C)=CC=1)(=O)=O, predict the reaction product. The product is: [C:1]([C:4]1[CH:5]=[CH:6][C:7]([NH:10][C:11](=[S:14])[NH:12][N:13]=[CH:19][C:18]2[CH:21]=[CH:22][CH:23]=[C:24]([C:25]3[CH:26]=[CH:27][C:28]([CH3:31])=[CH:29][CH:30]=3)[C:17]=2[O:16][CH3:15])=[CH:8][CH:9]=1)([OH:3])=[O:2]. (4) Given the reactants [ClH:1].O1CCOCC1.C(OC([NH:15][C@@H:16]([CH2:49][C:50]1[CH:55]=[CH:54][CH:53]=[CH:52][CH:51]=1)[C:17]([NH:19][CH2:20][C:21](=[C:23]1[CH2:28][CH2:27][CH2:26][N:25]([C:29]2[C:38]([O:39][CH3:40])=[C:37]3[C:32]([C:33](=[O:47])[C:34]([C:44]([OH:46])=[O:45])=[CH:35][N:36]3[CH:41]3[CH2:43][CH2:42]3)=[CH:31][C:30]=2[F:48])[CH2:24]1)[F:22])=[O:18])=O)(C)(C)C, predict the reaction product. The product is: [ClH:1].[NH2:15][C@@H:16]([CH2:49][C:50]1[CH:51]=[CH:52][CH:53]=[CH:54][CH:55]=1)[C:17]([NH:19][CH2:20][C:21](=[C:23]1[CH2:28][CH2:27][CH2:26][N:25]([C:29]2[C:38]([O:39][CH3:40])=[C:37]3[C:32]([C:33](=[O:47])[C:34]([C:44]([OH:46])=[O:45])=[CH:35][N:36]3[CH:41]3[CH2:42][CH2:43]3)=[CH:31][C:30]=2[F:48])[CH2:24]1)[F:22])=[O:18]. (5) Given the reactants [CH3:1][C:2]1[CH:7]=[C:6](O)[CH:5]=[C:4]([CH3:9])[N:3]=1.[H-].[Na+].[Cl:12][C:13]1[CH:18]=[C:17](Cl)[N:16]=[CH:15][N:14]=1.Cl.C[N:22](C=O)C, predict the reaction product. The product is: [Cl:12][C:13]1[N:14]=[CH:15][N:16]=[C:17]([NH:22][C:6]2[CH:7]=[C:2]([CH3:1])[N:3]=[C:4]([CH3:9])[CH:5]=2)[CH:18]=1.